Dataset: Peptide-MHC class I binding affinity with 185,985 pairs from IEDB/IMGT. Task: Regression. Given a peptide amino acid sequence and an MHC pseudo amino acid sequence, predict their binding affinity value. This is MHC class I binding data. (1) The peptide sequence is TYGPVFMCL. The MHC is HLA-A23:01 with pseudo-sequence HLA-A23:01. The binding affinity (normalized) is 0.774. (2) The peptide sequence is SLVWAPLILAYF. The MHC is HLA-B54:01 with pseudo-sequence HLA-B54:01. The binding affinity (normalized) is 0.